Dataset: Forward reaction prediction with 1.9M reactions from USPTO patents (1976-2016). Task: Predict the product of the given reaction. (1) Given the reactants [Cl:1][C:2]1[CH:3]=[C:4]([CH:7]=[CH:8][CH:9]=1)[C:5]#[N:6].[CH2:10]([OH:12])[CH3:11].Cl, predict the reaction product. The product is: [ClH:1].[Cl:1][C:2]1[CH:3]=[C:4]([C:5](=[NH:6])[O:12][CH2:10][CH3:11])[CH:7]=[CH:8][CH:9]=1. (2) The product is: [NH2:2][C:3]1[C:12]2[C:7](=[CH:8][C:9]([CH2:18][C@@H:19]([N:23]3[CH2:27][CH2:26][C@H:25]([NH:28][S:29]([C:32]4[S:36][C:35]([N:37]5[CH2:41][CH2:40][CH2:39][CH2:38]5)=[N:34][CH:33]=4)(=[O:31])=[O:30])[C:24]3=[O:42])[C:20]([O:22][CH2:51][O:50][C:49]([O:53][CH:54]3[CH2:59][CH2:58][CH2:57][CH2:56][CH2:55]3)=[O:60])=[O:21])=[C:10]([O:13][C:14]([F:15])([F:17])[F:16])[CH:11]=2)[CH:6]=[CH:5][N:4]=1. Given the reactants Cl.[NH2:2][C:3]1[C:12]2[C:7](=[CH:8][C:9]([CH2:18][C@@H:19]([N:23]3[CH2:27][CH2:26][C@H:25]([NH:28][S:29]([C:32]4[S:36][C:35]([N:37]5[CH2:41][CH2:40][CH2:39][CH2:38]5)=[N:34][CH:33]=4)(=[O:31])=[O:30])[C:24]3=[O:42])[C:20]([OH:22])=[O:21])=[C:10]([O:13][C:14]([F:17])([F:16])[F:15])[CH:11]=2)[CH:6]=[CH:5][N:4]=1.C(=O)([O-])[O-].[K+].[K+].[C:49](=[O:60])([O:53][CH:54]1[CH2:59][CH2:58][CH2:57][CH2:56][CH2:55]1)[O:50][CH2:51]Cl.[I-].[K+], predict the reaction product. (3) Given the reactants C1(O[C:8](=[O:25])[NH:9][C:10]2[CH:15]=[CH:14][C:13]([B:16]3[O:20][C:19]([CH3:22])([CH3:21])[C:18]([CH3:24])([CH3:23])[O:17]3)=[CH:12][CH:11]=2)C=CC=CC=1.[F:26][CH:27]([F:30])[CH2:28][NH2:29], predict the reaction product. The product is: [F:26][CH:27]([F:30])[CH2:28][NH:29][C:8]([NH:9][C:10]1[CH:11]=[CH:12][C:13]([B:16]2[O:17][C:18]([CH3:24])([CH3:23])[C:19]([CH3:21])([CH3:22])[O:20]2)=[CH:14][CH:15]=1)=[O:25]. (4) Given the reactants [CH2:1]([C@:8]12[CH2:18][CH2:17][C@@:16]([OH:23])([C:19]([F:22])([F:21])[F:20])[CH2:15][C@@H:14]1[CH2:13][CH2:12][CH2:11]C1C=C(OS(C(F)(F)F)(=O)=O)C=CC2=1)[C:2]1[CH:7]=[CH:6][CH:5]=[CH:4][CH:3]=1.[CH2:36]([C@@:43]12[CH2:53][CH2:52][C@:51]([OH:58])([C:54]([F:57])([F:56])[F:55])[CH2:50][C@H:49]1[CH2:48][CH2:47][CH2:46]C1C=[C:60]([O:63]S(C(F)(F)F)(=O)=O)C=CC2=1)[C:37]1[CH:42]=[CH:41][CH:40]=[CH:39][CH:38]=1.CC1(C)[C:91]2[C:86](=[C:87](P([C:106]3[CH:111]=[CH:110][CH:109]=[CH:108][CH:107]=3)[C:106]3[CH:111]=[CH:110][CH:109]=[CH:108][CH:107]=3)[CH:88]=[CH:89][CH:90]=2)O[C:87]2[C:88](P([C:86]3[CH:91]=[CH:90][CH:89]=[CH:88][CH:87]=3)[C:106]3[CH:111]=[CH:110][CH:109]=[CH:108][CH:107]=3)=[CH:89][CH:90]=[CH:91][C:86]1=2.[CH3:113][OH:114], predict the reaction product. The product is: [CH3:113][O:114][C:60]([C:110]1[CH:109]=[CH:108][C:107]2[C@@:8]3([CH2:1][C:2]4[CH:7]=[CH:6][CH:5]=[CH:4][CH:3]=4)[CH2:18][CH2:17][C@@:16]([OH:23])([C:19]([F:22])([F:21])[F:20])[CH2:15][C@@H:14]3[CH2:13][CH2:12][CH2:11][C:106]=2[CH:111]=1)=[O:63].[CH3:113][O:114][C:16]([C:86]1[CH:91]=[CH:90][C:89]2[C@:43]3([CH2:36][C:37]4[CH:38]=[CH:39][CH:40]=[CH:41][CH:42]=4)[CH2:53][CH2:52][C@:51]([OH:58])([C:54]([F:57])([F:56])[F:55])[CH2:50][C@H:49]3[CH2:48][CH2:47][CH2:46][C:88]=2[CH:87]=1)=[O:23]. (5) Given the reactants [Br:1][C:2]1[CH:7]=[CH:6][C:5]2[C:8]3([CH2:31][O:32][C:4]=2[CH:3]=1)[C:16]1[C:11](=[CH:12][CH:13]=[CH:14][CH:15]=1)[N:10](C(C1C=CC=CC=1)C1C=CC=CC=1)[C:9]3=[O:30].C([SiH](CC)CC)C.FC(F)(F)C(O)=O, predict the reaction product. The product is: [Br:1][C:2]1[CH:7]=[CH:6][C:5]2[C:8]3([CH2:31][O:32][C:4]=2[CH:3]=1)[C:16]1[C:11](=[CH:12][CH:13]=[CH:14][CH:15]=1)[NH:10][C:9]3=[O:30]. (6) Given the reactants [Cl:1][C:2]1[CH:3]=[C:4]([C:9]2[CH:14]=[CH:13][C:12]([CH2:15][C@@H:16]([NH2:23])[C:17]3[O:21][N:20]=[C:19]([CH3:22])[N:18]=3)=[CH:11][CH:10]=2)[CH:5]=[CH:6][C:7]=1[F:8].[CH2:24]([O:26][C:27]1[CH:32]=[CH:31][C:30]([C:33]2[CH:38]=[C:37]([C:39]([F:42])([F:41])[F:40])[CH:36]=[C:35]([C:43]([F:46])([F:45])[F:44])[CH:34]=2)=[CH:29][C:28]=1[C:47](O)=[O:48])[CH3:25], predict the reaction product. The product is: [Cl:1][C:2]1[CH:3]=[C:4]([C:9]2[CH:14]=[CH:13][C:12]([CH2:15][C@@H:16]([NH:23][C:47]([C:28]3[CH:29]=[C:30]([C:33]4[CH:34]=[C:35]([C:43]([F:44])([F:45])[F:46])[CH:36]=[C:37]([C:39]([F:40])([F:42])[F:41])[CH:38]=4)[CH:31]=[CH:32][C:27]=3[O:26][CH2:24][CH3:25])=[O:48])[C:17]3[O:21][N:20]=[C:19]([CH3:22])[N:18]=3)=[CH:11][CH:10]=2)[CH:5]=[CH:6][C:7]=1[F:8]. (7) Given the reactants Cl[C:2]1[C:11]2[C:6](=[CH:7][CH:8]=[CH:9][CH:10]=2)[N:5]=[CH:4]N=1.[N:12]1[C:21]2[C:16](=[CH:17][CH:18]=[CH:19][CH:20]=2)[C:15]([N:22]2[CH:27]([CH3:28])[CH2:26][N:25]([C:29](O)=O)[CH2:24][CH:23]2[CH3:32])=[N:14][CH:13]=1.CC1NC(C)CN([C:41]([O-])=[O:42])C1.C([N:47]([CH2:51][CH3:52])[CH:48]([CH3:50])C)(C)C.CN1CCCC1=[O:59], predict the reaction product. The product is: [CH3:28][C@H:27]1[N:22]([C:15]2[C:16]3[C:21](=[CH:20][CH:19]=[CH:18][CH:17]=3)[N:12]=[CH:13][N:14]=2)[C@@H:23]([CH3:32])[CH2:24][N:25]([CH2:29][C:4]([NH:5][C:6]2[CH:7]=[C:8]([O:42][CH:41]3[CH2:50][CH2:48][NH:47][CH2:51][CH2:52]3)[CH:9]=[CH:10][C:11]=2[CH3:2])=[O:59])[CH2:26]1. (8) The product is: [CH:15]1([C:2]2[C:11]([F:12])=[C:10]3[C:5]([CH:6]=[CH:7][C:8]([CH3:13])=[N:9]3)=[CH:4][CH:3]=2)[CH2:17][CH2:16]1. Given the reactants Br[C:2]1[C:11]([F:12])=[C:10]2[C:5]([CH:6]=[CH:7][C:8]([CH3:13])=[N:9]2)=[CH:4][CH:3]=1.[Br-].[CH:15]1([Zn+])[CH2:17][CH2:16]1.C(OCC)(=O)C.O, predict the reaction product. (9) The product is: [CH3:22][S:23]([O:11][CH2:10][CH:9]1[CH2:12][CH2:13][CH2:14][N:8]1[C:1]([O:3][C:4]([CH3:7])([CH3:6])[CH3:5])=[O:2])(=[O:25])=[O:24]. Given the reactants [C:1]([N:8]1[CH2:14][CH2:13][CH2:12][C@@H:9]1[CH2:10][OH:11])([O:3][C:4]([CH3:7])([CH3:6])[CH3:5])=[O:2].CCN(CC)CC.[CH3:22][S:23](Cl)(=[O:25])=[O:24], predict the reaction product. (10) Given the reactants [CH3:1][C:2]1[CH:11]=[CH:10][CH:9]=[C:8]2[C:3]=1[C:4](=[O:15])[C:5]([C:12]([OH:14])=O)=[CH:6][NH:7]2.[CH:16]12[N:22]([C:23]3[N:28]=[CH:27][C:26]([NH2:29])=[C:25]([CH3:30])[CH:24]=3)[CH:19]([CH2:20][CH2:21]1)[CH2:18][CH2:17]2.N1C=CC=CC=1, predict the reaction product. The product is: [CH:16]12[N:22]([C:23]3[N:28]=[CH:27][C:26]([NH:29][C:12]([C:5]4[C:4](=[O:15])[C:3]5[C:8](=[CH:9][CH:10]=[CH:11][C:2]=5[CH3:1])[NH:7][CH:6]=4)=[O:14])=[C:25]([CH3:30])[CH:24]=3)[CH:19]([CH2:20][CH2:21]1)[CH2:18][CH2:17]2.